Dataset: Full USPTO retrosynthesis dataset with 1.9M reactions from patents (1976-2016). Task: Predict the reactants needed to synthesize the given product. (1) Given the product [C:1]([O:5][C:6]([NH:8][C@H:9]1[CH2:13][CH2:12][N:11]([CH2:19][C:18]2[CH:21]=[CH:22][C:15]([F:14])=[CH:16][CH:17]=2)[CH2:10]1)=[O:7])([CH3:4])([CH3:2])[CH3:3], predict the reactants needed to synthesize it. The reactants are: [C:1]([O:5][C:6]([NH:8][C@H:9]1[CH2:13][CH2:12][NH:11][CH2:10]1)=[O:7])([CH3:4])([CH3:3])[CH3:2].[F:14][C:15]1[CH:22]=[CH:21][C:18]([CH2:19]Br)=[CH:17][CH:16]=1.C(=O)([O-])[O-].[Cs+].[Cs+]. (2) Given the product [NH2:21][C:17]1[C:16]2[N:22]=[C:13]([S:12][C:3]3[C:2]([I:1])=[CH:11][C:6]4[O:7][CH2:8][CH2:9][O:10][C:5]=4[CH:4]=3)[N:14]([CH2:24][CH2:25][N:26]3[C:27](=[O:36])[C:28]4[C:33](=[CH:32][CH:31]=[CH:30][CH:29]=4)[C:34]3=[O:35])[C:15]=2[CH:20]=[CH:19][N:18]=1, predict the reactants needed to synthesize it. The reactants are: [I:1][C:2]1[C:3]([S:12][C:13]2[NH:14][C:15]3[CH:20]=[CH:19][N:18]=[C:17]([NH2:21])[C:16]=3[N:22]=2)=[CH:4][C:5]2[O:10][CH2:9][CH2:8][O:7][C:6]=2[CH:11]=1.Br[CH2:24][CH2:25][N:26]1[C:34](=[O:35])[C:33]2[C:28](=[CH:29][CH:30]=[CH:31][CH:32]=2)[C:27]1=[O:36].C([O-])([O-])=O.[Cs+].[Cs+].NC1C2N=C(SC3C(I)=CC4OCOC=4C=3)N(CCN3C(=O)C4C(=CC=CC=4)C3=O)C=2C=CN=1. (3) Given the product [CH2:1]([O:8][C:9](=[O:29])[NH:10][CH:11]([C:17](=[O:28])[NH:18][CH2:19][CH2:20][CH:21]=[O:22])[CH:12]([OH:16])[CH:13]([CH3:15])[CH3:14])[C:2]1[CH:7]=[CH:6][CH:5]=[CH:4][CH:3]=1, predict the reactants needed to synthesize it. The reactants are: [CH2:1]([O:8][C:9](=[O:29])[NH:10][CH:11]([C:17](=[O:28])[NH:18][CH2:19][CH2:20][CH:21](OCC)[O:22]CC)[CH:12]([OH:16])[CH:13]([CH3:15])[CH3:14])[C:2]1[CH:7]=[CH:6][CH:5]=[CH:4][CH:3]=1.Cl.C(=O)(O)[O-].[Na+]. (4) Given the product [Si:19]([O:6][C:5]1[CH:4]=[C:3]([CH:11]=[CH:10][C:7]=1[O:8][CH3:9])[CH:2]=[O:1])([C:22]([CH3:25])([CH3:24])[CH3:23])([CH3:21])[CH3:20], predict the reactants needed to synthesize it. The reactants are: [O:1]=[CH:2][C:3]1[CH:11]=[CH:10][C:7]([O:8][CH3:9])=[C:5]([OH:6])[CH:4]=1.CCN(CC)CC.[Si:19](Cl)([C:22]([CH3:25])([CH3:24])[CH3:23])([CH3:21])[CH3:20]. (5) Given the product [OH:9][CH2:10][CH2:12][CH2:13][CH2:14][CH2:15][N:16]1[C:21](=[O:22])[CH:20]=[C:19]([NH:23][C:24]2[CH:29]=[CH:28][C:27]([CH3:30])=[C:26]([CH2:31][CH3:32])[CH:25]=2)[NH:18][C:17]1=[O:33], predict the reactants needed to synthesize it. The reactants are: [H-].[Al+3].[Li+].[H-].[H-].[H-].C([O:9][C:10]([CH2:12][CH2:13][CH2:14][CH2:15][N:16]1[C:21](=[O:22])[CH:20]=[C:19]([NH:23][C:24]2[CH:29]=[CH:28][C:27]([CH3:30])=[C:26]([CH2:31][CH3:32])[CH:25]=2)[NH:18][C:17]1=[O:33])=O)C.CO. (6) Given the product [CH2:21]([N:24]([CH3:25])[C:8]([CH:5]1[CH2:4][CH2:3][CH:2]([OH:1])[CH2:7][CH2:6]1)=[O:10])[C:12]1[CH:20]=[CH:16][CH:15]=[CH:14][CH:13]=1, predict the reactants needed to synthesize it. The reactants are: [OH:1][CH:2]1[CH2:7][CH2:6][CH:5]([C:8]([OH:10])=O)[CH2:4][CH2:3]1.O[C:12]1[C:20]2N=NN[C:16]=2[CH:15]=[CH:14][CH:13]=1.[CH:21]([N:24](C(C)C)[CH2:25]C)(C)C.Cl. (7) Given the product [Cl:1][C:2]1[CH:20]=[C:19]([Cl:21])[CH:18]=[CH:17][C:3]=1[O:4][C:5]1[N:6]=[C:7]([O:13][CH:14]([CH3:16])[CH3:15])[CH:8]=[CH:9][C:10]=1[CH:11]=[O:12], predict the reactants needed to synthesize it. The reactants are: [Cl:1][C:2]1[CH:20]=[C:19]([Cl:21])[CH:18]=[CH:17][C:3]=1[O:4][C:5]1[C:10]([CH2:11][OH:12])=[CH:9][CH:8]=[C:7]([O:13][CH:14]([CH3:16])[CH3:15])[N:6]=1.